From a dataset of NCI-60 drug combinations with 297,098 pairs across 59 cell lines. Regression. Given two drug SMILES strings and cell line genomic features, predict the synergy score measuring deviation from expected non-interaction effect. Drug 1: COC1=CC(=CC(=C1O)OC)C2C3C(COC3=O)C(C4=CC5=C(C=C24)OCO5)OC6C(C(C7C(O6)COC(O7)C8=CC=CS8)O)O. Drug 2: C1=C(C(=O)NC(=O)N1)F. Cell line: K-562. Synergy scores: CSS=64.1, Synergy_ZIP=-4.99, Synergy_Bliss=-3.38, Synergy_Loewe=1.85, Synergy_HSA=4.51.